From a dataset of NCI-60 drug combinations with 297,098 pairs across 59 cell lines. Regression. Given two drug SMILES strings and cell line genomic features, predict the synergy score measuring deviation from expected non-interaction effect. (1) Drug 1: C1CC(C1)(C(=O)O)C(=O)O.[NH2-].[NH2-].[Pt+2]. Drug 2: CN(CCCl)CCCl.Cl. Cell line: M14. Synergy scores: CSS=18.2, Synergy_ZIP=-5.85, Synergy_Bliss=1.39, Synergy_Loewe=3.54, Synergy_HSA=3.95. (2) Drug 2: C#CCC(CC1=CN=C2C(=N1)C(=NC(=N2)N)N)C3=CC=C(C=C3)C(=O)NC(CCC(=O)O)C(=O)O. Drug 1: CN(C)N=NC1=C(NC=N1)C(=O)N. Cell line: OVCAR3. Synergy scores: CSS=-0.750, Synergy_ZIP=-1.41, Synergy_Bliss=-2.74, Synergy_Loewe=-3.61, Synergy_HSA=-3.45. (3) Drug 1: C1CC(=O)NC(=O)C1N2CC3=C(C2=O)C=CC=C3N. Drug 2: C1CN(CCN1C(=O)CCBr)C(=O)CCBr. Cell line: SF-539. Synergy scores: CSS=9.25, Synergy_ZIP=-3.42, Synergy_Bliss=-0.0858, Synergy_Loewe=0.568, Synergy_HSA=0.600. (4) Drug 1: CC1CCC2CC(C(=CC=CC=CC(CC(C(=O)C(C(C(=CC(C(=O)CC(OC(=O)C3CCCCN3C(=O)C(=O)C1(O2)O)C(C)CC4CCC(C(C4)OC)O)C)C)O)OC)C)C)C)OC. Drug 2: CC12CCC3C(C1CCC2OP(=O)(O)O)CCC4=C3C=CC(=C4)OC(=O)N(CCCl)CCCl.[Na+]. Cell line: SR. Synergy scores: CSS=33.9, Synergy_ZIP=-2.80, Synergy_Bliss=-6.21, Synergy_Loewe=-48.3, Synergy_HSA=-5.19.